This data is from Full USPTO retrosynthesis dataset with 1.9M reactions from patents (1976-2016). The task is: Predict the reactants needed to synthesize the given product. (1) Given the product [Br:1][C:2]1[CH:15]=[CH:14][C:5]2[N:6]=[C:7]([CH:9]3[CH2:10][CH:11]([CH2:13][OH:20])[CH2:12]3)[S:8][C:4]=2[CH:3]=1, predict the reactants needed to synthesize it. The reactants are: [Br:1][C:2]1[CH:15]=[CH:14][C:5]2[N:6]=[C:7]([CH:9]3[CH2:12][C:11](=[CH2:13])[CH2:10]3)[S:8][C:4]=2[CH:3]=1.B.C1C[O:20]CC1.OO.[OH-].[Na+]. (2) Given the product [CH3:1][N:2]([CH3:22])[C:3]1[CH:8]=[CH:7][C:6]([Br:29])=[CH:5][C:4]=1[S:10]([NH:13][CH2:14][CH2:15][C:16]1[CH:21]=[CH:20][CH:19]=[CH:18][N:17]=1)(=[O:12])=[O:11], predict the reactants needed to synthesize it. The reactants are: [CH3:1][N:2]([CH3:22])[C:3]1[CH:8]=[CH:7][C:6](N)=[CH:5][C:4]=1[S:10]([NH:13][CH2:14][CH2:15][C:16]1[CH:21]=[CH:20][CH:19]=[CH:18][N:17]=1)(=[O:12])=[O:11].N([O-])=O.[Na+].[OH-].[Na+].[BrH:29]. (3) Given the product [ClH:32].[NH2:18][C:16]1[C:15]([C:26](=[O:31])[C:27]([F:28])([F:30])[F:29])=[CH:14][CH:13]=[C:12]([NH:11][CH2:10][CH2:9][NH2:8])[N:17]=1, predict the reactants needed to synthesize it. The reactants are: C(OC([NH:8][CH2:9][CH2:10][NH:11][C:12]1[N:17]=[C:16]([NH:18]C(=O)OC(C)(C)C)[C:15]([C:26](=[O:31])[C:27]([F:30])([F:29])[F:28])=[CH:14][CH:13]=1)=O)(C)(C)C.[ClH:32]. (4) Given the product [Cl:1][C:2]1[CH:3]=[CH:4][C:5]([O:18][CH2:19][C:20]2[CH:25]=[CH:24][CH:23]=[CH:22][CH:21]=2)=[C:6]([CH2:8][N:9]2[C:13]([CH3:14])=[CH:12][C:11]([C:15]([Cl:29])=[O:16])=[N:10]2)[CH:7]=1, predict the reactants needed to synthesize it. The reactants are: [Cl:1][C:2]1[CH:3]=[CH:4][C:5]([O:18][CH2:19][C:20]2[CH:25]=[CH:24][CH:23]=[CH:22][CH:21]=2)=[C:6]([CH2:8][N:9]2[C:13]([CH3:14])=[CH:12][C:11]([C:15](O)=[O:16])=[N:10]2)[CH:7]=1.C(Cl)(=O)C([Cl:29])=O. (5) Given the product [Br:10][C:9]1[C:2]([NH:1][C:24]2[CH2:25][N:21]([CH:16]3[CH2:20][CH2:19][CH2:18][CH2:17]3)[C:22](=[O:28])[CH:23]=2)=[C:3]([CH:6]=[CH:7][CH:8]=1)[C:4]#[N:5], predict the reactants needed to synthesize it. The reactants are: [NH2:1][C:2]1[C:9]([Br:10])=[CH:8][CH:7]=[CH:6][C:3]=1[C:4]#[N:5].CS(O)(=O)=O.[CH:16]1([N:21]2[CH2:25][C:24](OC)=[CH:23][C:22]2=[O:28])[CH2:20][CH2:19][CH2:18][CH2:17]1. (6) The reactants are: C1C=CC=CC=1.[CH3:7][O:8][N:9]=[C:10]([C:13]1[CH:18]=[CH:17][CH:16]=[CH:15][C:14]=1[CH3:19])[C:11]#[N:12].[Br:20]N1C(=O)CCC1=O.N(C(C)(C)C#N)=NC(C)(C)C#N. Given the product [Br:20][CH2:19][C:14]1[CH:15]=[CH:16][CH:17]=[CH:18][C:13]=1[C:10](=[N:9][O:8][CH3:7])[C:11]#[N:12], predict the reactants needed to synthesize it. (7) Given the product [O:1]1[C:5]2[CH:6]=[CH:7][C:8]([C:10]3[N:24]4[N:25]=[C:26]([CH3:27])[C:22]([N:18]5[C:19]([CH3:21])=[N:20][C:16]([CH3:15])=[N:17]5)=[C:23]4[O:28][C:11]=3[CH3:12])=[CH:9][C:4]=2[CH:3]=[CH:2]1, predict the reactants needed to synthesize it. The reactants are: [O:1]1[C:5]2[CH:6]=[CH:7][C:8]([C:10](=O)[CH:11](Br)[CH3:12])=[CH:9][C:4]=2[CH:3]=[CH:2]1.[CH3:15][C:16]1[N:20]=[C:19]([CH3:21])[N:18]([C:22]2[C:26]([CH3:27])=[N:25][NH:24][C:23]=2[OH:28])[N:17]=1.